From a dataset of Catalyst prediction with 721,799 reactions and 888 catalyst types from USPTO. Predict which catalyst facilitates the given reaction. Reactant: [F:1][C:2]1[C:7]([NH2:8])=[CH:6][CH:5]=[CH:4][C:3]=1[N:9]([CH3:17])[CH:10]1[CH2:15][CH2:14][N:13]([CH3:16])[CH2:12][CH2:11]1.[F:18][C:19]1[CH:27]=[C:26]([F:28])[CH:25]=[C:24]([F:29])[C:20]=1[C:21](Cl)=[O:22]. Product: [F:18][C:19]1[CH:27]=[C:26]([F:28])[CH:25]=[C:24]([F:29])[C:20]=1[C:21]([NH:8][C:7]1[CH:6]=[CH:5][CH:4]=[C:3]([N:9]([CH3:17])[CH:10]2[CH2:15][CH2:14][N:13]([CH3:16])[CH2:12][CH2:11]2)[C:2]=1[F:1])=[O:22]. The catalyst class is: 169.